Task: Predict the reaction yield, written as a fraction of the theoretical maximum amount of product (1.0 means a 100% yield; for example, 0.34 means a 34% yield).. Dataset: Reaction yield outcomes from USPTO patents with 853,638 reactions (1) The reactants are Cl[C:2]1[C:3](=[O:18])[N:4]([CH2:14][CH2:15][O:16][CH3:17])[C:5](=[O:13])[C:6]=1[C:7]1[CH:12]=[CH:11][CH:10]=[CH:9][CH:8]=1.[F:19][CH:20]([F:29])[O:21][C:22]1[CH:28]=[CH:27][C:25]([NH2:26])=[CH:24][CH:23]=1. The catalyst is CN(C=O)C. The product is [F:19][CH:20]([F:29])[O:21][C:22]1[CH:23]=[CH:24][C:25]([NH:26][C:2]2[C:3](=[O:18])[N:4]([CH2:14][CH2:15][O:16][CH3:17])[C:5](=[O:13])[C:6]=2[C:7]2[CH:12]=[CH:11][CH:10]=[CH:9][CH:8]=2)=[CH:27][CH:28]=1. The yield is 0.240. (2) The reactants are [CH2:1]([N:3]1[CH:7]([C:8]([OH:10])=O)[CH2:6][N:5]([CH3:11])[C:4]1=[O:12])[CH3:2].O.ON1C2C=CC=CC=2N=N1.Cl.C(N=C=NCCCN(C)C)C.C(N1CCOCC1)C.[Cl:44][C:45]1[CH:50]=[C:49]([Cl:51])[CH:48]=[CH:47][C:46]=1[CH2:52][NH2:53]. The catalyst is ClCCl. The product is [Cl:44][C:45]1[CH:50]=[C:49]([Cl:51])[CH:48]=[CH:47][C:46]=1[CH2:52][NH:53][C:8]([CH:7]1[CH2:6][N:5]([CH3:11])[C:4](=[O:12])[N:3]1[CH2:1][CH3:2])=[O:10]. The yield is 0.530.